Dataset: Drug-induced liver injury (DILI) classification data. Task: Regression/Classification. Given a drug SMILES string, predict its toxicity properties. Task type varies by dataset: regression for continuous values (e.g., LD50, hERG inhibition percentage) or binary classification for toxic/non-toxic outcomes (e.g., AMES mutagenicity, cardiotoxicity, hepatotoxicity). Dataset: dili. (1) The drug is CC(C)(C)c1ccc(C(O)CCCN2CCC(C(O)(c3ccccc3)c3ccccc3)CC2)cc1. The result is 0 (no liver injury). (2) The molecule is CC1CC2C3CCC4=CC(=O)C=CC4(C)C3(Cl)C(O)CC2(C)C1(O)C(=O)CCl. The result is 0 (no liver injury). (3) The compound is CN1CCN(C(c2ccccc2)c2ccccc2)CC1. The result is 0 (no liver injury). (4) The compound is CCC(C)C1NC(=O)C(Cc2ccc(O)cc2)NC(=O)C(N)CSSCC(C(=O)N2CCCC2C(=O)NC(CC(C)C)C(=O)NCC(N)=O)NC(=O)C(CC(N)=O)NC(=O)C(CCC(N)=O)NC1=O. The result is 0 (no liver injury). (5) The compound is COc1cc(C(=O)NS(=O)(=O)c2ccccc2C)ccc1Cc1cn(C)c2ccc(NC(=O)OC3CCCC3)cc12. The result is 1 (causes liver injury). (6) The drug is O=C(O)COc1ccc(C(=O)c2cccs2)c(Cl)c1Cl. The result is 1 (causes liver injury). (7) The drug is CCCCN1CCCCC1C(=O)Nc1c(C)cccc1C. The result is 0 (no liver injury).